This data is from Catalyst prediction with 721,799 reactions and 888 catalyst types from USPTO. The task is: Predict which catalyst facilitates the given reaction. (1) Reactant: [C:1]([O:5][C:6](=[O:23])[NH:7][C@@H:8]([CH2:12][C:13]1[CH:18]=[CH:17][C:16]([O:19][CH2:20][CH:21]=[CH2:22])=[CH:15][CH:14]=1)[C:9]([NH2:11])=O)([CH3:4])([CH3:3])[CH3:2].CC[N+](S(N=C(OC)[O-])(=O)=O)(CC)CC. Product: [C:1]([O:5][C:6](=[O:23])[NH:7][C@H:8]([C:9]#[N:11])[CH2:12][C:13]1[CH:14]=[CH:15][C:16]([O:19][CH2:20][CH:21]=[CH2:22])=[CH:17][CH:18]=1)([CH3:4])([CH3:2])[CH3:3]. The catalyst class is: 168. (2) Reactant: [I:1][C:2]1[CH:3]=[C:4]([CH:16]=[CH:17][CH:18]=1)[CH2:5][N:6]1[CH:11]=[CH:10][CH:9]=[C:8]([C:12]([OH:14])=O)[C:7]1=[O:15].Cl.[NH2:20][C@@H:21]([CH2:26][CH2:27][CH2:28][NH:29][C:30]([O:32][C:33]([CH3:36])([CH3:35])[CH3:34])=[O:31])[C:22]([O:24][CH3:25])=[O:23].CN(C(ON1N=NC2C=CC=CC1=2)=[N+](C)C)C.F[P-](F)(F)(F)(F)F. Product: [C:33]([O:32][C:30]([NH:29][CH2:28][CH2:27][CH2:26][C@H:21]([NH:20][C:12]([C:8]1[C:7](=[O:15])[N:6]([CH2:5][C:4]2[CH:16]=[CH:17][CH:18]=[C:2]([I:1])[CH:3]=2)[CH:11]=[CH:10][CH:9]=1)=[O:14])[C:22]([O:24][CH3:25])=[O:23])=[O:31])([CH3:35])([CH3:36])[CH3:34]. The catalyst class is: 3. (3) Reactant: [C:1]([C:5]1[CH:10]=[CH:9][C:8]([S:11](Cl)(=[O:13])=[O:12])=[CH:7][CH:6]=1)([CH3:4])([CH3:3])[CH3:2].[CH:15]1[C:24]2[C:19](=[C:20]([N:25]3[C:29]([NH2:30])=[C:28]4[CH2:31][CH2:32][CH2:33][C:27]4=[N:26]3)[CH:21]=[CH:22][CH:23]=2)[CH:18]=[CH:17][N:16]=1.Cl. Product: [C:1]([C:5]1[CH:10]=[CH:9][C:8]([S:11]([NH:30][C:29]2[N:25]([C:20]3[CH:21]=[CH:22][CH:23]=[C:24]4[C:19]=3[CH:18]=[CH:17][N:16]=[CH:15]4)[N:26]=[C:27]3[CH2:33][CH2:32][CH2:31][C:28]=23)(=[O:13])=[O:12])=[CH:7][CH:6]=1)([CH3:4])([CH3:3])[CH3:2]. The catalyst class is: 17. (4) Reactant: Cl[C:2]1[N:10](CC2C=CC(Cl)=CC=2)[C:9]2[C:8](=[O:19])[N:7]([CH3:20])[C:6](=[O:21])[N:5]([CH3:22])[C:4]=2[N:3]=1.C(=O)([O-])[O-].[K+].[K+].OCC1C=C(O)C=CC=1. Product: [CH3:20][N:7]1[C:8](=[O:19])[C:9]2[NH:10][CH:2]=[N:3][C:4]=2[N:5]([CH3:22])[C:6]1=[O:21]. The catalyst class is: 18. (5) Reactant: C([O:3][C:4](=[O:24])[CH2:5][CH:6]1[C:14]2[C:9](=[CH:10][CH:11]=[C:12]([C:15]([F:18])([F:17])[F:16])[CH:13]=2)[C:8](=[O:19])[N:7]1[CH2:20][CH:21]1[CH2:23][CH2:22]1)C.[OH-].[Na+]. Product: [CH:21]1([CH2:20][N:7]2[C:8](=[O:19])[C:9]3[C:14](=[CH:13][C:12]([C:15]([F:17])([F:18])[F:16])=[CH:11][CH:10]=3)[CH:6]2[CH2:5][C:4]([OH:24])=[O:3])[CH2:23][CH2:22]1. The catalyst class is: 8. (6) Reactant: [H-].[Na+].[Br:3][C:4]1[CH:9]=[CH:8][C:7]([N:10]2[C:21]3[C:13](=[C:14]4[N:18]([C:19](=[O:22])[CH:20]=3)[CH2:17][CH2:16][CH2:15]4)[NH:12][C:11]2=[O:23])=[C:6]([F:24])[CH:5]=1.[F:25][C:26]1[CH:31]=[CH:30][C:29]([S:32](Cl)(=[O:34])=[O:33])=[CH:28][CH:27]=1. Product: [Br:3][C:4]1[CH:9]=[CH:8][C:7]([N:10]2[C:21]3[C:13](=[C:14]4[N:18]([C:19](=[O:22])[CH:20]=3)[CH2:17][CH2:16][CH2:15]4)[N:12]([S:32]([C:29]3[CH:30]=[CH:31][C:26]([F:25])=[CH:27][CH:28]=3)(=[O:34])=[O:33])[C:11]2=[O:23])=[C:6]([F:24])[CH:5]=1. The catalyst class is: 198.